From a dataset of Reaction yield outcomes from USPTO patents with 853,638 reactions. Predict the reaction yield, written as a fraction of the theoretical maximum amount of product (1.0 means a 100% yield; for example, 0.34 means a 34% yield). (1) The reactants are Cl[C:2]1[N:7]=[C:6](Cl)[CH:5]=[CH:4][N:3]=1.[CH:9]1[C:17]2[C:16]3[CH:18]=[CH:19][CH:20]=[CH:21][C:15]=3[S:14][C:13]=2[C:12]([C:22]2[CH:23]=[C:24](B(O)O)[CH:25]=[CH:26][CH:27]=2)=[CH:11][CH:10]=1.C(=O)([O-])[O-].[Na+].[Na+].CN1[CH2:43][CH2:42][CH2:41]N(C)C1=O. The catalyst is Cl[Pd](Cl)([P](C1C=CC=CC=1)(C1C=CC=CC=1)C1C=CC=CC=1)[P](C1C=CC=CC=1)(C1C=CC=CC=1)C1C=CC=CC=1.O. The product is [CH:9]1[C:17]2[C:16]3[CH:18]=[CH:19][CH:20]=[CH:21][C:15]=3[S:14][C:13]=2[C:12]([C:22]2[CH:23]=[C:24]([C:2]3[N:7]=[C:6]([C:42]4[CH:43]=[CH:26][CH:27]=[C:22]([C:12]5[C:13]6[S:14][C:15]7[CH:21]=[CH:20][CH:19]=[CH:18][C:16]=7[C:17]=6[CH:9]=[CH:10][CH:11]=5)[CH:41]=4)[CH:5]=[CH:4][N:3]=3)[CH:25]=[CH:26][CH:27]=2)=[CH:11][CH:10]=1. The yield is 0.620. (2) The reactants are [O:1]=[C:2]1[CH2:7][CH2:6][CH:5]([C:8]([O:10]CC)=[O:9])[CH2:4][CH2:3]1.[OH-].[Na+]. The catalyst is CO.C1COCC1. The product is [O:1]=[C:2]1[CH2:7][CH2:6][CH:5]([C:8]([OH:10])=[O:9])[CH2:4][CH2:3]1. The yield is 0.760. (3) The yield is 0.480. The catalyst is CN(C=O)C.CCOC(C)=O. The reactants are [NH2:1][C:2]1[C:3]([F:12])=[C:4]([CH2:10][OH:11])[C:5]([F:9])=[C:6]([F:8])[CH:7]=1.CCN(C(C)C)C(C)C.Br[CH2:23][CH2:24][O:25][CH2:26][CH2:27]Br. The product is [F:9][C:5]1[C:6]([F:8])=[CH:7][C:2]([N:1]2[CH2:27][CH2:26][O:25][CH2:24][CH2:23]2)=[C:3]([F:12])[C:4]=1[CH2:10][OH:11]. (4) The reactants are [CH3:1][C:2]1[C:6]([CH2:7][N:8]2[CH:12]=[C:11]([N:13]3[C:17](=[O:18])[N:16]([CH3:19])[NH:15][C:14]3=[O:20])[CH:10]=[N:9]2)=[C:5]([CH3:21])[O:4][N:3]=1.C(N(CC)CC)C.[CH2:29](Br)[C:30]1[CH:35]=[CH:34][CH:33]=[CH:32][CH:31]=1. The catalyst is C(#N)C. The product is [CH2:29]([N:15]1[C:14](=[O:20])[N:13]([C:11]2[CH:10]=[N:9][N:8]([CH2:7][C:6]3[C:2]([CH3:1])=[N:3][O:4][C:5]=3[CH3:21])[CH:12]=2)[C:17](=[O:18])[N:16]1[CH3:19])[C:30]1[CH:35]=[CH:34][CH:33]=[CH:32][CH:31]=1. The yield is 0.200. (5) The reactants are B(Br)(Br)Br.C[O:6][C:7]1[CH:12]=[CH:11][C:10]([O:13]C)=[CH:9][C:8]=1[C:15](=[O:25])[CH2:16][C:17]1[CH:22]=[CH:21][CH:20]=[C:19]([O:23]C)[CH:18]=1. The catalyst is C(Cl)Cl. The product is [OH:6][C:7]1[CH:12]=[CH:11][C:10]([OH:13])=[CH:9][C:8]=1[C:15](=[O:25])[CH2:16][C:17]1[CH:22]=[CH:21][CH:20]=[C:19]([OH:23])[CH:18]=1. The yield is 0.620. (6) The reactants are [CH3:1][O:2][C:3]([C:5]1[S:6][C:7]([C:26]2[CH2:31][CH2:30][CH2:29][CH2:28][CH:27]=2)=[CH:8][C:9]=1[N:10]([C:17]([C@H:19]1[CH2:24][CH2:23][C@H:22]([CH3:25])[CH2:21][CH2:20]1)=[O:18])[CH:11]1[CH2:16][CH2:15][NH:14][CH2:13][CH2:12]1)=[O:4].C(N(CC)CC)C.[C:39](Cl)(=[O:43])[CH:40]([CH3:42])[CH3:41]. The catalyst is ClCCl. The product is [CH3:1][O:2][C:3]([C:5]1[S:6][C:7]([C:26]2[CH2:31][CH2:30][CH2:29][CH2:28][CH:27]=2)=[CH:8][C:9]=1[N:10]([CH:11]1[CH2:16][CH2:15][N:14]([C:39](=[O:43])[CH:40]([CH3:42])[CH3:41])[CH2:13][CH2:12]1)[C:17]([C@H:19]1[CH2:24][CH2:23][C@H:22]([CH3:25])[CH2:21][CH2:20]1)=[O:18])=[O:4]. The yield is 0.470. (7) The reactants are Cl[C:2]1[N:7]=[C:6]([NH:8][CH:9]2[CH2:17][CH:16]3[N:12]([CH2:13][CH2:14][CH2:15]3)[C:11]([CH3:19])([CH3:18])[CH2:10]2)[C:5]([F:20])=[CH:4][N:3]=1.[O:21]1[CH2:25][CH2:24][C@@H:23]([O:26][C:27]2[CH:32]=[CH:31][C:30]([NH2:33])=[CH:29][C:28]=2[N:34]2[C:38](=[O:39])[N:37]([CH3:40])[N:36]=[N:35]2)[CH2:22]1. The catalyst is CC(O)C. The product is [NH3:3].[CH3:22][OH:21].[O:21]1[CH2:25][CH2:24][C@@H:23]([O:26][C:27]2[CH:32]=[CH:31][C:30]([NH:33][C:2]3[N:7]=[C:6]([NH:8][CH:9]4[CH2:17][CH:16]5[N:12]([CH2:13][CH2:14][CH2:15]5)[C:11]([CH3:19])([CH3:18])[CH2:10]4)[C:5]([F:20])=[CH:4][N:3]=3)=[CH:29][C:28]=2[N:34]2[C:38](=[O:39])[N:37]([CH3:40])[N:36]=[N:35]2)[CH2:22]1. The yield is 0.0100.